Dataset: Forward reaction prediction with 1.9M reactions from USPTO patents (1976-2016). Task: Predict the product of the given reaction. Given the reactants Cl[C:2]1[CH:7]=[C:6]([N+:8]([O-])=O)[CH:5]=[CH:4][N:3]=1.[NH:11]1[CH2:16][CH2:15][CH:14]([NH:17][C:18](=[O:24])[O:19][C:20]([CH3:23])([CH3:22])[CH3:21])[CH2:13][CH2:12]1, predict the reaction product. The product is: [NH2:8][C:6]1[CH:5]=[CH:4][N:3]=[C:2]([N:11]2[CH2:12][CH2:13][CH:14]([NH:17][C:18](=[O:24])[O:19][C:20]([CH3:22])([CH3:21])[CH3:23])[CH2:15][CH2:16]2)[CH:7]=1.